From a dataset of Forward reaction prediction with 1.9M reactions from USPTO patents (1976-2016). Predict the product of the given reaction. Given the reactants I([O-])(=O)(=O)=O.[Na+].[CH3:7][C:8]([C:15]1[CH:20]=[CH:19][CH:18]=[CH:17][N:16]=1)([CH3:14])[CH2:9][CH:10]([OH:13])CO, predict the reaction product. The product is: [CH3:14][C:8]([C:15]1[CH:20]=[CH:19][CH:18]=[CH:17][N:16]=1)([CH3:7])[CH2:9][CH:10]=[O:13].